Dataset: Full USPTO retrosynthesis dataset with 1.9M reactions from patents (1976-2016). Task: Predict the reactants needed to synthesize the given product. (1) Given the product [CH3:21][N:16]([C:11]1[CH:12]=[CH:13][CH:14]=[CH:15][C:10]=1[CH2:9][CH2:8][C:6]1[CH:5]=[CH:4][N:3]=[C:2]([NH:22][C:23]2[CH:24]=[C:25]3[C:30](=[CH:31][CH:32]=2)[NH:29][C:28](=[O:33])[CH2:27][CH2:26]3)[N:7]=1)[S:17]([CH3:20])(=[O:19])=[O:18], predict the reactants needed to synthesize it. The reactants are: Cl[C:2]1[N:7]=[C:6]([CH2:8][CH2:9][C:10]2[CH:15]=[CH:14][CH:13]=[CH:12][C:11]=2[N:16]([CH3:21])[S:17]([CH3:20])(=[O:19])=[O:18])[CH:5]=[CH:4][N:3]=1.[NH2:22][C:23]1[CH:24]=[C:25]2[C:30](=[CH:31][CH:32]=1)[NH:29][C:28](=[O:33])[CH2:27][CH2:26]2. (2) Given the product [C:17]([CH2:8][CH:16]1[C:15]2[C:10](=[CH:11][CH:12]=[CH:13][CH:14]=2)[CH2:9][CH:8]1[C:17]([OH:19])=[O:18])([OH:19])=[O:18], predict the reactants needed to synthesize it. The reactants are: C(OC(=O)C[C:8]1([C:17]([OH:19])=[O:18])[CH2:16][C:15]2[C:10](=[CH:11][CH:12]=[CH:13][CH:14]=2)[CH2:9]1)(C)(C)C.Cl. (3) Given the product [CH3:5][C:6]1[CH:11]=[C:10]([N+:12]([O-:14])=[O:13])[CH:9]=[CH:8][C:7]=1[N:15]=[C:16]1[N:4]([C:6]2[CH:11]=[CH:10][CH:9]=[CH:8][CH:7]=2)[CH2:3][CH2:2][S:17]1, predict the reactants needed to synthesize it. The reactants are: Cl[CH2:2][CH2:3][NH2:4].[CH3:5][C:6]1[CH:11]=[C:10]([N+:12]([O-:14])=[O:13])[CH:9]=[CH:8][C:7]=1[N:15]=[C:16]=[S:17]. (4) Given the product [CH3:23][C:22]1[CH:24]=[CH:25][C:19]([S:16]([O:1][CH2:2][CH:3]2[CH2:8][CH2:7][N:6]([C:9]([O:11][C:12]([CH3:15])([CH3:14])[CH3:13])=[O:10])[CH2:5][CH2:4]2)(=[O:18])=[O:17])=[CH:20][CH:21]=1, predict the reactants needed to synthesize it. The reactants are: [OH:1][CH2:2][CH:3]1[CH2:8][CH2:7][N:6]([C:9]([O:11][C:12]([CH3:15])([CH3:14])[CH3:13])=[O:10])[CH2:5][CH2:4]1.[S:16](Cl)([C:19]1[CH:25]=[CH:24][C:22]([CH3:23])=[CH:21][CH:20]=1)(=[O:18])=[O:17].